Dataset: Full USPTO retrosynthesis dataset with 1.9M reactions from patents (1976-2016). Task: Predict the reactants needed to synthesize the given product. (1) Given the product [C:9]([O:17][CH2:18][C:19](=[O:25])[N:20]([CH2:21][CH3:22])[CH2:23][CH3:24])(=[O:16])/[CH:10]=[CH:11]/[C:12]([O:14][CH3:15])=[O:13].[C:1]([OH:8])(=[O:7])/[CH:2]=[CH:3]\[C:4]([OH:6])=[O:5].[C:9]([O:17][CH2:18][C:19](=[O:25])[N:20]([CH2:21][CH3:22])[CH2:23][CH3:24])(=[O:16])/[CH:10]=[CH:11]/[C:12]([O:14][CH3:15])=[O:13].[C:1]([OH:8])(=[O:7])/[CH:2]=[CH:3]\[C:4]([OH:6])=[O:5], predict the reactants needed to synthesize it. The reactants are: [C:1]([OH:8])(=[O:7])/[CH:2]=[CH:3]\[C:4]([OH:6])=[O:5].[C:9]([O:17][CH2:18][C:19](=[O:25])[N:20]([CH2:23][CH3:24])[CH2:21][CH3:22])(=[O:16])/[CH:10]=[CH:11]/[C:12]([O:14][CH3:15])=[O:13].C(OCC)(=O)C.CCCCCCC. (2) The reactants are: [N:1]1[CH:6]=[CH:5][CH:4]=[CH:3][C:2]=1[CH3:7].S(=O)(=O)(O)[OH:9].[N+]([O-])(O)=[O:14].S([O-])([O-])(=O)=O.[Zn+2:22].[OH2:23]. Given the product [N:1]1[CH:6]=[CH:5][CH:4]=[CH:3][C:2]=1[C:7]([O-:9])=[O:23].[Zn+2:22].[N:1]1[CH:6]=[CH:5][CH:4]=[CH:3][C:2]=1[C:7]([O-:14])=[O:23], predict the reactants needed to synthesize it. (3) Given the product [Cl:19][C:20]1[N:21]=[C:22]([Cl:31])[C:23]2[CH:29]=[CH:28][C:27]([Cl:1])=[N:26][C:24]=2[N:25]=1, predict the reactants needed to synthesize it. The reactants are: [Cl:1]C1C=CC2C(O)=NC(O)=NC=2N=1.O=P(Cl)(Cl)Cl.[Cl:19][C:20]1[N:21]=[C:22]([Cl:31])[C:23]2[CH:29]=[C:28](F)[CH:27]=[N:26][C:24]=2[N:25]=1. (4) Given the product [Cl:1][C:2]1[CH:11]=[C:10]2[C:5]([C:6](=[O:39])[N:7]([CH2:40][C:41]3[CH:48]=[CH:47][CH:46]=[C:43]([CH3:44])[CH:42]=3)[C:8]([CH:12]([N:18]([C:30](=[O:38])[C:31]3[CH:36]=[CH:35][C:34]([CH3:37])=[CH:33][CH:32]=3)[CH2:19][CH2:20][CH2:21][NH:22][C:23](=[O:29])[O:24][C:25]([CH3:28])([CH3:26])[CH3:27])[C:13]([N:15]([CH3:17])[CH3:16])=[O:14])=[N:9]2)=[CH:4][CH:3]=1, predict the reactants needed to synthesize it. The reactants are: [Cl:1][C:2]1[CH:11]=[C:10]2[C:5]([C:6](=[O:39])[NH:7][C:8]([CH:12]([N:18]([C:30](=[O:38])[C:31]3[CH:36]=[CH:35][C:34]([CH3:37])=[CH:33][CH:32]=3)[CH2:19][CH2:20][CH2:21][NH:22][C:23](=[O:29])[O:24][C:25]([CH3:28])([CH3:27])[CH3:26])[C:13]([N:15]([CH3:17])[CH3:16])=[O:14])=[N:9]2)=[CH:4][CH:3]=1.[CH3:40][C:41]1[CH:42]=[C:43]([CH:46]=[CH:47][CH:48]=1)[CH2:44]Br.C(=O)([O-])[O-].[K+].[K+].O. (5) Given the product [Cl:1][C:2]1[CH:8]=[C:7]2[C:5](=[CH:4][C:3]=1[OH:9])[O:6][CH:30]=[C:20]([C:16]1[CH:17]=[CH:18][CH:19]=[C:14]([O:13][CH2:12][CH2:11][F:10])[CH:15]=1)[C:21]2=[O:23], predict the reactants needed to synthesize it. The reactants are: [Cl:1][C:2]1[CH:8]=[CH:7][C:5]([OH:6])=[CH:4][C:3]=1[OH:9].[F:10][CH2:11][CH2:12][O:13][C:14]1[CH:15]=[C:16]([CH2:20][C:21]([OH:23])=O)[CH:17]=[CH:18][CH:19]=1.P(Cl)(Cl)(Cl)(Cl)Cl.[CH3:30]N(C=O)C.